The task is: Predict the product of the given reaction.. This data is from Forward reaction prediction with 1.9M reactions from USPTO patents (1976-2016). (1) Given the reactants [C:1]1([S:7]([N:10]2[CH2:15][CH:14]([CH2:16][O:17][CH3:18])[NH:13][CH:12]([CH2:19][O:20][CH3:21])[CH2:11]2)(=[O:9])=[O:8])[CH:6]=[CH:5][CH:4]=[CH:3][CH:2]=1.O.[C:23]([BH3-])#N.[Na+], predict the reaction product. The product is: [C:1]1([S:7]([N:10]2[CH2:15][CH:14]([CH2:16][O:17][CH3:18])[N:13]([CH3:23])[CH:12]([CH2:19][O:20][CH3:21])[CH2:11]2)(=[O:9])=[O:8])[CH:2]=[CH:3][CH:4]=[CH:5][CH:6]=1. (2) Given the reactants FC1C=CC=C([N+:8]([O-:10])=[O:9])C=1F.[NH:12]1[CH2:17][CH2:16][CH2:15][C@@H:14](NC(=O)OC(C)(C)C)[CH2:13]1, predict the reaction product. The product is: [N+:8]([N:12]1[CH2:17][CH2:16][CH2:15][CH2:14][CH2:13]1)([O-:10])=[O:9]. (3) Given the reactants [Cl:1][C:2]1[CH:3]=[CH:4][C:5]2[N:11]([CH2:12][C:13]([CH3:17])([CH3:16])[CH2:14][OH:15])[C:10](=[O:18])[C@@H:9]([CH2:19][C:20]([NH:22][CH2:23][CH2:24][CH2:25][C:26]([O:28]C)=[O:27])=[O:21])[O:8][C@H:7]([C:30]3[CH:35]=[CH:34][CH:33]=[C:32]([O:36][CH3:37])[C:31]=3[O:38][CH3:39])[C:6]=2[CH:40]=1.[OH-].[Na+].C(O)C, predict the reaction product. The product is: [Cl:1][C:2]1[CH:3]=[CH:4][C:5]2[N:11]([CH2:12][C:13]([CH3:16])([CH3:17])[CH2:14][OH:15])[C:10](=[O:18])[C@@H:9]([CH2:19][C:20]([NH:22][CH2:23][CH2:24][CH2:25][C:26]([OH:28])=[O:27])=[O:21])[O:8][C@H:7]([C:30]3[CH:35]=[CH:34][CH:33]=[C:32]([O:36][CH3:37])[C:31]=3[O:38][CH3:39])[C:6]=2[CH:40]=1. (4) Given the reactants [Br:1][C:2]1[CH:11]=[C:10]2[C:5]([CH2:6][CH:7]([CH2:26][O:27][Si](C(C)(C)C)(C)C)[N:8]([C:12]3[CH:17]=[C:16]([N:18]4[CH2:23][CH2:22][N:21]([CH3:24])[CH2:20][CH2:19]4)[N:15]=[C:14]([NH2:25])[N:13]=3)[CH2:9]2)=[CH:4][CH:3]=1.F[Si-2](F)(F)(F)(F)F.[H+].[H+], predict the reaction product. The product is: [NH2:25][C:14]1[N:13]=[C:12]([N:8]2[CH:7]([CH2:26][OH:27])[CH2:6][C:5]3[C:10](=[CH:11][C:2]([Br:1])=[CH:3][CH:4]=3)[CH2:9]2)[CH:17]=[C:16]([N:18]2[CH2:23][CH2:22][N:21]([CH3:24])[CH2:20][CH2:19]2)[N:15]=1. (5) The product is: [CH2:1]([N:8]1[CH:12]=[C:11]([CH:13]([OH:14])[C:15]2[C:16]([CH3:27])=[N:17][O:18][C:19]=2[C:20]2[CH:25]=[CH:24][C:23]([C:29]3[CH:30]=[CH:31][C:32]([C:35]4([C:56]([OH:62])=[O:55])[CH2:36][CH2:41]4)=[CH:33][CH:34]=3)=[CH:22][CH:21]=2)[N:10]=[N:9]1)[C:2]1[CH:7]=[CH:6][CH:5]=[CH:4][CH:3]=1. Given the reactants [CH2:1]([N:8]1[CH:12]=[C:11]([CH:13]([C:15]2[C:16]([CH3:27])=[N:17][O:18][C:19]=2[C:20]2[CH:25]=[CH:24][C:23](Br)=[CH:22][CH:21]=2)[OH:14])[N:10]=[N:9]1)[C:2]1[CH:7]=[CH:6][CH:5]=[CH:4][CH:3]=1.Br[C:29]1[CH:34]=[CH:33][C:32]([C:35]2ON=C(C)[C:36]=2[CH:41](O)C#C)=[CH:31][CH:30]=1.N(CC1C=CC=CC=1)=[N+]=[N-].[O:55]=[C:56]1[O:62][C@H]([C@H](CO)O)C([O-])=C1O.[Na+], predict the reaction product. (6) Given the reactants [N+:1]([C:4]1[CH:9]=[CH:8][N+:7]([O-])=[C:6]([O:11][C:12]2[CH:13]=[N:14][CH:15]=[CH:16][CH:17]=2)[CH:5]=1)([O-])=O, predict the reaction product. The product is: [NH2:1][C:4]1[CH:9]=[CH:8][N:7]=[C:6]([O:11][C:12]2[CH:13]=[N:14][CH:15]=[CH:16][CH:17]=2)[CH:5]=1.